Dataset: Experimentally validated miRNA-target interactions with 360,000+ pairs, plus equal number of negative samples. Task: Binary Classification. Given a miRNA mature sequence and a target amino acid sequence, predict their likelihood of interaction. (1) The miRNA is hsa-miR-4489 with sequence UGGGGCUAGUGAUGCAGGACG. The protein sequence of the target gene is MPRGFLVKRTKRTGGLYRVRLAERVFPLLGPQGAPPFLEEAPSASLPGAERATPPTREEPGKGLTAEAAREQSGSPCRAAGVSPGTGGREGAEWRAGGREGPGPSPSPSPSPAKPAGAELRRAFLERCLSSPVSAESFPGGAAAVAAFSCSVAPAAAPTPGEQFLLPLRAPFPEPALQPDPAPLSAALQSLKRAAGGERRGKAPTDCASGPAAAGIKKPKAMRKLSFADEVTTSPVLGLKIKEEEPGAPSRGLGGSRTPLGEFICQLCKEQYADPFALAQHRCSRIVRVEYRCPECDKVF.... Result: 0 (no interaction). (2) The miRNA is hsa-miR-3913-5p with sequence UUUGGGACUGAUCUUGAUGUCU. The protein sequence of the target gene is MGDPGSEIIESVPPAGPEASESTTDENEDDIQFVSEGPLRPVLEYIDLVSSDDEEPSTSYTDENIKRKDHIDYQKDKVALTLARLARHVEVEKQQKEEKNRAFREKIDFQHAHGLQELEFIRGHSDTEAARLCVDQWLKMPGLKTGTINCGTKSSFRRGGHTWVSGKPILCPIMHCNKEFDNGHLLLGHLKRFDHSPCDPTITLHGPFFSSFACVVCYKKFVTQQQYRDHLFDKEATDDGHNNNLLPQIIQCFACPNCFLLFSRKEECSKHMSGKNHFHQSFKLGDNKGIAHPISFPSFA.... Result: 1 (interaction). (3) Result: 0 (no interaction). The protein sequence of the target gene is MSALEWYAHKSLGDGIFWIQERFYESGNRANIWLVRGSEQDVVIDTGLGLRSLPEYLYSSGLLQDREAKEDAARRPLLAVATHVHFDHSGGLYQFDRVAVHHAEAEALARGDNFETVTWLSDSEVVRTPSPGWRARQFRVQAVQPTLILQDGDVINLGDRQLTVMHMPGHSRGSICLHDKDRKILFSGDVVYDGSLIDWLPYSRISDYVGTCERLIELVDRGLVEKVLPGHFNTFGAERLFRLASNYISKAGICHKVSTFAMRSLASLALRVTNSRTSP. The miRNA is hsa-miR-887-3p with sequence GUGAACGGGCGCCAUCCCGAGG. (4) The miRNA is hsa-miR-302a-5p with sequence ACUUAAACGUGGAUGUACUUGCU. Result: 0 (no interaction). The protein sequence of the target gene is MSRSATLLLCLLGCHVWKAVTKTLREPGAGAQEVTLKVHISDASTHQPVADALIEIFTNQASIASGTSGTDGVAFIKFQYKLGSQLIVTASKHAYVPNSAPWKPIRLPVFSSLSLGLLPERSATLMVYEDVVQIVSGFQGARPQPRVHFQRRALRLPENTSYSDLTAFLTAASSPSEVDSFPYLRGLDGNGTGNSTRHDLTPVTAVSVHLLSSNGTPVLVDGPIYVTVPLATQSSLRHNAYVAAWRFDQKLGTWLKSGLGLVHQEGSQLTWTYIAPQLGYWVAAMSPPIPGPVVTQDITT.... (5) The miRNA is hsa-miR-3202 with sequence UGGAAGGGAGAAGAGCUUUAAU. The protein sequence of the target gene is MAVPTELDGGSVKETAAEEESRVLAPGAAPFGNFPHYSRFHPPEQRLRLLPPELLRQLFPESPENGPILGLDVGCNSGDLSVALYKHFLSLPDGETCSDASREFRLLCCDIDPVLVKRAEKECPFPDALTFITLDFMNQRTRKVLLSSFLSQFGRSVFDIGFCMSITMWIHLNHGDHGLWEFLAHLSSLCHYLLVEPQPWKCYRAAARRLRKLGLHDFDHFHSLAIRGDMPNQIVQILTQDHGMELICCFGNTSWDRSLLLFRAKQTIETHPIPESLIEKGKEKNRLSFQKQ. Result: 0 (no interaction). (6) The miRNA is hsa-miR-486-5p with sequence UCCUGUACUGAGCUGCCCCGAG. The protein sequence of the target gene is MGGCFSKPKPVELKIEVVLPEKERGKEELSASGKGSPRAYQGNGTARHFHTEERLSTPHPYPSPQDCVEAAVCHVKDLENGQMREVELGWGKVLLVKDNGEFHALGHKCPHYGAPLVKGVLSRGRVRCPWHGACFNISTGDLEDFPGLDSLHKFQVKIEKEKVYVRASKQALQLQRRTKVMAKCISPSAGYSSSTNVLIVGAGAAGLVCAETLRQEGFSDRIVLCTLDRHLPYDRPKLSKSLDTQPEQLALRPKEFFRAYGIEVLTEAQVVTVDVRTKKVVFKDGFKLEYSKLLLAPGSS.... Result: 0 (no interaction). (7) The miRNA is hsa-miR-6088 with sequence AGAGAUGAAGCGGGGGGGCG. The protein sequence of the target gene is MVSLMKLWIPMLMTFFCTVLLSVLGEMRKKRYDRKELLLEECWGKPNVKECTNKCSKAFRCKDKNYTCCWTYCGNICWINVETSGDY. Result: 0 (no interaction).